From a dataset of Reaction yield outcomes from USPTO patents with 853,638 reactions. Predict the reaction yield, written as a fraction of the theoretical maximum amount of product (1.0 means a 100% yield; for example, 0.34 means a 34% yield). (1) The reactants are Cl[C:2]1[C:7]([CH:8]=[O:9])=[CH:6][N:5]=[C:4]2[CH:10]=[CH:11][S:12][C:3]=12.[CH3:13][NH2:14].Cl.[OH-].[Na+].C([O-])(O)=O.[Na+]. No catalyst specified. The product is [CH3:13][NH:14][C:2]1[C:7]([CH:8]=[O:9])=[CH:6][N:5]=[C:4]2[CH:10]=[CH:11][S:12][C:3]=12. The yield is 0.650. (2) The reactants are C([O:3][C:4]([C:6]1[CH:7]=[N:8][N:9]([C:11]2[NH:15][C:14]3[CH:16]=[C:17]([Cl:28])[C:18]([S:20][CH2:21][C:22]4[CH:27]=[CH:26][CH:25]=[CH:24][CH:23]=4)=[CH:19][C:13]=3[N:12]=2)[CH:10]=1)=[O:5])C.C1COCC1.O[Li].O. The catalyst is O. The product is [CH2:21]([S:20][C:18]1[C:17]([Cl:28])=[CH:16][C:14]2[NH:15][C:11]([N:9]3[CH:10]=[C:6]([C:4]([OH:5])=[O:3])[CH:7]=[N:8]3)=[N:12][C:13]=2[CH:19]=1)[C:22]1[CH:27]=[CH:26][CH:25]=[CH:24][CH:23]=1. The yield is 0.990. (3) The reactants are [Br:1][C:2]1[N:7]=[C:6]([CH3:8])[C:5]([OH:9])=[CH:4][CH:3]=1.CI.[C:12](=O)([O-])[O-].[K+].[K+]. The catalyst is C(#N)C. The product is [Br:1][C:2]1[N:7]=[C:6]([CH3:8])[C:5]([O:9][CH3:12])=[CH:4][CH:3]=1. The yield is 0.730.